This data is from Forward reaction prediction with 1.9M reactions from USPTO patents (1976-2016). The task is: Predict the product of the given reaction. (1) Given the reactants [OH:1][CH:2]1[CH2:7][CH2:6][N:5]([C:8]([O:10][CH2:11][C:12]2[CH:17]=[CH:16][CH:15]=[CH:14][CH:13]=2)=[O:9])[CH2:4][CH2:3]1.Br[CH2:19][CH2:20][O:21][CH:22]1[CH2:27][CH2:26][CH2:25][CH2:24][O:23]1, predict the reaction product. The product is: [O:23]1[CH2:24][CH2:25][CH2:26][CH2:27][CH:22]1[O:21][CH2:20][CH2:19][O:1][CH:2]1[CH2:3][CH2:4][N:5]([C:8]([O:10][CH2:11][C:12]2[CH:17]=[CH:16][CH:15]=[CH:14][CH:13]=2)=[O:9])[CH2:6][CH2:7]1. (2) Given the reactants [CH2:1]([N:8]1[C:17](=[O:18])[C:16]2[C:11](=[CH:12][C:13]([Cl:19])=[CH:14][CH:15]=2)[N:10]=[C:9]1[CH3:20])[C:2]1[CH:7]=[CH:6][CH:5]=[CH:4][CH:3]=1.C[Si](C)(C)[N-][Si](C)(C)C.[Li+].[CH3:31][N:32]([CH3:36])[C:33](Cl)=[O:34], predict the reaction product. The product is: [CH2:1]([N:8]1[C:17](=[O:18])[C:16]2[C:11](=[CH:12][C:13]([Cl:19])=[CH:14][CH:15]=2)[N:10]=[C:9]1[CH2:20][C:33]([N:32]([CH3:36])[CH3:31])=[O:34])[C:2]1[CH:3]=[CH:4][CH:5]=[CH:6][CH:7]=1. (3) Given the reactants [C:1]([S:5][C:6]1[CH:11]=[CH:10][C:9]([C:12]2[CH:17]=[CH:16][CH:15]=[CH:14][CH:13]=2)=[CH:8][CH:7]=1)(C)(C)[CH3:2].[F:18][C:19]1[C:24]([C:25]2[C:30]([F:31])=[C:29]([F:32])[C:28]([CH3:33])=[C:27]([F:34])[C:26]=2[F:35])=[C:23]([F:36])[C:22]([F:37])=[C:21]([F:38])[C:20]=1[F:39].C[OH:41], predict the reaction product. The product is: [C:1]([S:5][C:6]1[CH:11]=[CH:10][C:9]([C:12]2[CH:17]=[CH:16][CH:15]=[CH:14][CH:13]=2)=[CH:8][CH:7]=1)(=[O:41])[CH3:2].[F:18][C:19]1[C:24]([C:25]2[C:26]([F:35])=[C:27]([F:34])[C:28]([CH3:33])=[C:29]([F:32])[C:30]=2[F:31])=[C:23]([F:36])[C:22]([F:37])=[C:21]([F:38])[C:20]=1[F:39]. (4) The product is: [N+:8]([C:6]1[CH:5]=[CH:4][N+:3]([O-:11])=[C:2]([NH:19][CH2:18][CH2:17][N:12]2[CH2:16][CH2:15][CH2:14][CH2:13]2)[CH:7]=1)([O-:10])=[O:9]. Given the reactants Cl[C:2]1[CH:7]=[C:6]([N+:8]([O-:10])=[O:9])[CH:5]=[CH:4][N+:3]=1[O-:11].[N:12]1([CH2:17][CH2:18][NH2:19])[CH2:16][CH2:15][CH2:14][CH2:13]1, predict the reaction product. (5) The product is: [CH2:1]([O:8][CH2:9][CH2:10][N:11]([CH2:37][CH2:38][CH2:39][CH2:40][O:41][S:52]([CH3:51])(=[O:54])=[O:53])[C:12]([C:14]1[NH:15][C:16](=[O:36])[C:17]([O:34][CH3:35])=[C:18]2[C:23]=1[CH2:22][CH2:21][N:20]([CH2:24][C:25]1[CH:30]=[CH:29][C:28]([F:31])=[C:27]([Cl:32])[CH:26]=1)[C:19]2=[O:33])=[O:13])[C:2]1[CH:3]=[CH:4][CH:5]=[CH:6][CH:7]=1. Given the reactants [CH2:1]([O:8][CH2:9][CH2:10][N:11]([CH2:37][CH2:38][CH2:39][CH2:40][OH:41])[C:12]([C:14]1[NH:15][C:16](=[O:36])[C:17]([O:34][CH3:35])=[C:18]2[C:23]=1[CH2:22][CH2:21][N:20]([CH2:24][C:25]1[CH:30]=[CH:29][C:28]([F:31])=[C:27]([Cl:32])[CH:26]=1)[C:19]2=[O:33])=[O:13])[C:2]1[CH:7]=[CH:6][CH:5]=[CH:4][CH:3]=1.C(N(C(C)C)CC)(C)C.[CH3:51][S:52](O[S:52]([CH3:51])(=[O:54])=[O:53])(=[O:54])=[O:53], predict the reaction product. (6) Given the reactants [Cl:1][C:2]1[C:7]([Cl:8])=[C:6]([S:9](=[O:19])(=[O:18])[NH:10][C@@H:11]([CH2:16][CH3:17])[C:12]([F:15])([F:14])[F:13])[CH:5]=[CH:4][C:3]=1[C:20]1[S:24][C:23]([C:25]2[O:29][C:28]([CH2:30][C:31]([CH3:36])([CH3:35])[C:32](O)=[O:33])=[N:27][N:26]=2)=[N:22][C:21]=1[C:37]([N:39]1[CH2:44][CH2:43][CH:42]([F:45])[CH2:41][CH2:40]1)=[O:38].[NH4+].[Cl-].C[N:49](C(ON1N=NC2C=CC=NC1=2)=[N+](C)C)C.F[P-](F)(F)(F)(F)F.O, predict the reaction product. The product is: [Cl:1][C:2]1[C:7]([Cl:8])=[C:6]([S:9](=[O:19])(=[O:18])[NH:10][C@@H:11]([CH2:16][CH3:17])[C:12]([F:13])([F:14])[F:15])[CH:5]=[CH:4][C:3]=1[C:20]1[S:24][C:23]([C:25]2[O:29][C:28]([CH2:30][C:31]([CH3:36])([CH3:35])[C:32]([NH2:49])=[O:33])=[N:27][N:26]=2)=[N:22][C:21]=1[C:37]([N:39]1[CH2:44][CH2:43][CH:42]([F:45])[CH2:41][CH2:40]1)=[O:38].